From a dataset of Full USPTO retrosynthesis dataset with 1.9M reactions from patents (1976-2016). Predict the reactants needed to synthesize the given product. The reactants are: [CH3:1][C:2]([CH3:30])([CH3:29])[C:3](=[O:28])[CH2:4][O:5][C:6]1[CH:11]=[CH:10][C:9]([C:12]([C:17]2[S:21][C:20]([S:22]([NH2:25])(=[O:24])=[O:23])=[C:19]([CH3:26])[CH:18]=2)([CH2:15][CH3:16])[CH2:13][CH3:14])=[CH:8][C:7]=1[CH3:27].[CH3:31][O:32][CH2:33][C:34](O)=[O:35]. Given the product [CH3:31][O:32][CH2:33][C:34]([NH:25][S:22]([C:20]1[S:21][C:17]([C:12]([C:9]2[CH:10]=[CH:11][C:6]([O:5][CH2:4][C:3](=[O:28])[C:2]([CH3:1])([CH3:29])[CH3:30])=[C:7]([CH3:27])[CH:8]=2)([CH2:13][CH3:14])[CH2:15][CH3:16])=[CH:18][C:19]=1[CH3:26])(=[O:24])=[O:23])=[O:35], predict the reactants needed to synthesize it.